Task: Predict the reactants needed to synthesize the given product.. Dataset: Full USPTO retrosynthesis dataset with 1.9M reactions from patents (1976-2016) (1) Given the product [Cl:1][C:2]1[CH:17]=[CH:16][C:5]2[C:6](=[O:15])[C:7]3[S:8][CH:9]=[CH:10][C:11]=3[C:12]([O:14][CH3:18])=[N:13][C:4]=2[CH:3]=1, predict the reactants needed to synthesize it. The reactants are: [Cl:1][C:2]1[CH:17]=[CH:16][C:5]2[C:6](=[O:15])[C:7]3[S:8][CH:9]=[CH:10][C:11]=3[C:12](=[O:14])[NH:13][C:4]=2[CH:3]=1.[C:18]1(C)C=CC=CC=1.P(Cl)(Cl)(Cl)=O. (2) Given the product [Cl:47][C:24]1[CH:23]=[C:22]([CH:27]=[C:26]([C:28]2[N:33]=[C:32]3[N:34]([CH:37]([CH3:39])[CH3:38])[N:35]=[CH:36][C:31]3=[C:30]([NH:40][CH:41]3[CH2:42][CH2:43][O:44][CH2:45][CH2:46]3)[CH:29]=2)[CH:25]=1)[O:21][CH2:20][CH:9]([OH:8])[CH2:10][NH:11][CH3:12], predict the reactants needed to synthesize it. The reactants are: [Si]([O:8][CH:9]([CH2:20][O:21][C:22]1[CH:27]=[C:26]([C:28]2[N:33]=[C:32]3[N:34]([CH:37]([CH3:39])[CH3:38])[N:35]=[CH:36][C:31]3=[C:30]([NH:40][CH:41]3[CH2:46][CH2:45][O:44][CH2:43][CH2:42]3)[CH:29]=2)[CH:25]=[C:24]([Cl:47])[CH:23]=1)[CH2:10][N:11](C)[C:12](=O)OC(C)(C)C)(C(C)(C)C)(C)C.Cl.C(O)=O.